From a dataset of Catalyst prediction with 721,799 reactions and 888 catalyst types from USPTO. Predict which catalyst facilitates the given reaction. (1) Reactant: [C:1]([O:5][C:6]([NH:8][CH2:9][CH2:10][CH2:11][NH2:12])=[O:7])([CH3:4])([CH3:3])[CH3:2].CC[N:15]([CH:19](C)C)[CH:16]([CH3:18])[CH3:17].[N+:22]([C:25]1C=C([N+]([O-])=O)C=[CH:27][C:26]=1F)([O-])=O. Product: [NH2:22][C:25]1[CH:26]=[CH:27][C:17]2[N:12]([CH2:11][CH2:10][CH2:9][NH:8][C:6]([O:5][C:1]([CH3:4])([CH3:3])[CH3:2])=[O:7])[CH:19]=[N:15][C:16]=2[CH:18]=1. The catalyst class is: 12. (2) Reactant: [CH3:1][O:2][C:3](=[O:33])[CH2:4][C:5]1[CH:6]=[C:7]([C:13]2[CH:18]=[CH:17][C:16]([C:19]([F:22])([F:21])[F:20])=[CH:15][C:14]=2[CH2:23][NH:24][CH2:25][CH2:26][C:27]2[CH:32]=[CH:31][CH:30]=[CH:29][CH:28]=2)[C:8]([O:11][CH3:12])=[CH:9][CH:10]=1.C(N(CC)CC)C.[CH3:41][S:42](Cl)(=[O:44])=[O:43]. Product: [CH3:1][O:2][C:3](=[O:33])[CH2:4][C:5]1[CH:6]=[C:7]([C:13]2[CH:18]=[CH:17][C:16]([C:19]([F:21])([F:20])[F:22])=[CH:15][C:14]=2[CH2:23][N:24]([S:42]([CH3:41])(=[O:44])=[O:43])[CH2:25][CH2:26][C:27]2[CH:32]=[CH:31][CH:30]=[CH:29][CH:28]=2)[C:8]([O:11][CH3:12])=[CH:9][CH:10]=1. The catalyst class is: 34. (3) Reactant: [Br:1][C:2]1[CH:3]=[CH:4][C:5]([NH2:8])=[N:6][CH:7]=1.C(N(C(C)C)CC)(C)C.[C:18]1([O:24][C:25](Cl)=[O:26])[CH:23]=[CH:22][CH:21]=[CH:20][CH:19]=1.O. Product: [Br:1][C:2]1[CH:3]=[CH:4][C:5]([NH:8][C:25](=[O:26])[O:24][C:18]2[CH:23]=[CH:22][CH:21]=[CH:20][CH:19]=2)=[N:6][CH:7]=1. The catalyst class is: 4. (4) Reactant: C([O:3][C:4]([C@@H:6]1[CH2:11][CH2:10][C@H:9]([O:12][C:13]2[CH:28]=[CH:27][C:16]([C:17]([O:19][CH2:20][C:21]3C=CC=CC=3)=[O:18])=[CH:15][CH:14]=2)[CH2:8][CH2:7]1)=[O:5])C. Product: [CH2:20]([O:19][C:17]([C@@H:16]1[CH2:27][CH2:28][C@H:13]([O:12][C:9]2[CH:8]=[CH:7][C:6]([C:4]([OH:5])=[O:3])=[CH:11][CH:10]=2)[CH2:14][CH2:15]1)=[O:18])[CH3:21]. The catalyst class is: 256. (5) Reactant: [NH2:1][C:2]1[C:7]([F:8])=[C:6]([C:9]2[CH:14]=[CH:13][C:12]([CH:15]3[CH2:17][CH2:16]3)=[CH:11][CH:10]=2)[N:5]=[C:4]([C:18]([OH:20])=[O:19])[C:3]=1[Cl:21].[OH-].[Na+].[NH2:24][C:25]1[C:30]([F:31])=[C:29]([C:32]2[CH:37]=[CH:36][C:35]([CH:38]3[CH2:40][CH2:39]3)=[CH:34][CH:33]=2)[N:28]=[C:27]([C:41]([O:43]C)=[O:42])[C:26]=1[Cl:45].Cl. Product: [NH2:1][C:2]1[C:7]([F:8])=[C:6]([C:9]2[CH:10]=[CH:11][C:12]([CH:15]3[CH2:16][CH2:17]3)=[CH:13][CH:14]=2)[N:5]=[C:4]([C:18]([O:20][CH2:29][C:32]2[CH:37]=[CH:36][CH:35]=[CH:34][CH:33]=2)=[O:19])[C:3]=1[Cl:21].[NH2:24][C:25]1[C:30]([F:31])=[C:29]([C:32]2[CH:33]=[CH:34][C:35]([CH:38]3[CH2:39][CH2:40]3)=[CH:36][CH:37]=2)[N:28]=[C:27]([C:41]([OH:43])=[O:42])[C:26]=1[Cl:45]. The catalyst class is: 5. (6) Product: [C:8]([C:7]1[CH:6]=[CH:5][C:4]([CH2:14][CH2:15][C:16]2([CH:36]3[CH2:40][CH2:39][CH2:38][CH2:37]3)[O:21][C:20](=[O:22])[C:19]([CH2:23][C:24]3[N:34]=[C:27]4[N:28]=[C:29]([CH3:33])[CH:30]=[C:31]([CH3:32])[N:26]4[N:25]=3)=[C:18]([OH:35])[CH2:17]2)=[CH:3][C:2]=1[Cl:1])(=[O:9])[CH3:13]. The catalyst class is: 21. Reactant: [Cl:1][C:2]1[CH:3]=[C:4]([CH2:14][CH2:15][C:16]2([CH:36]3[CH2:40][CH2:39][CH2:38][CH2:37]3)[O:21][C:20](=[O:22])[C:19]([CH2:23][C:24]3[N:34]=[C:27]4[N:28]=[C:29]([CH3:33])[CH:30]=[C:31]([CH3:32])[N:26]4[N:25]=3)=[C:18]([OH:35])[CH2:17]2)[CH:5]=[CH:6][C:7]=1[C:8]1([CH3:13])OCC[O:9]1. (7) Reactant: [CH3:1][O:2][C:3]1[C:8]2[O:9][CH2:10][CH2:11][O:12][C:7]=2[C:6](B(O)O)=[CH:5][CH:4]=1.[OH-:16].[Na+].OO. Product: [CH3:1][O:2][C:3]1[C:8]2[O:9][CH2:10][CH2:11][O:12][C:7]=2[C:6]([OH:16])=[CH:5][CH:4]=1. The catalyst class is: 90. (8) Reactant: [Cl:1][C:2]1[C:6]([S:7](Cl)(=[O:9])=[O:8])=[CH:5][N:4]([CH2:11][CH3:12])[N:3]=1.[OH-].[NH4+:14]. Product: [Cl:1][C:2]1[C:6]([S:7]([NH2:14])(=[O:9])=[O:8])=[CH:5][N:4]([CH2:11][CH3:12])[N:3]=1. The catalyst class is: 7. (9) Reactant: [CH3:1][O:2][C:3]([C:5]1[C:10]([F:11])=[CH:9][C:8](F)=[CH:7][N:6]=1)=[O:4].[CH3:13][N:14]1[CH:18]=[CH:17][C:16]([NH:19][C:20]([C:22]2[CH:32]=[C:31]([OH:33])[C:25]3[CH2:26][C:27]([CH3:30])([CH3:29])[O:28][C:24]=3[CH:23]=2)=[O:21])=[N:15]1.C([O-])([O-])=O.[Cs+].[Cs+]. Product: [CH3:1][O:2][C:3]([C:5]1[C:10]([F:11])=[CH:9][C:8]([O:33][C:31]2[C:25]3[CH2:26][C:27]([CH3:29])([CH3:30])[O:28][C:24]=3[CH:23]=[C:22]([C:20](=[O:21])[NH:19][C:16]3[CH:17]=[CH:18][N:14]([CH3:13])[N:15]=3)[CH:32]=2)=[CH:7][N:6]=1)=[O:4]. The catalyst class is: 3.